The task is: Predict the reaction yield, written as a fraction of the theoretical maximum amount of product (1.0 means a 100% yield; for example, 0.34 means a 34% yield).. This data is from Reaction yield outcomes from USPTO patents with 853,638 reactions. The reactants are C1(P(C2C=CC=CC=2)C2C=CC=CC=2)C=CC=CC=1.N(/C(OC(C)C)=O)=N\C(OC(C)C)=O.[C:34]([O:37][CH2:38][C:39]1[NH:40][CH:41]=[C:42]([O:46][CH2:47][C:48]2[CH:53]=[CH:52][C:51]([O:54][CH3:55])=[CH:50][CH:49]=2)[C:43](=[O:45])[CH:44]=1)(=[O:36])[CH3:35].[CH2:56](O)[C:57]1[CH:62]=[CH:61][CH:60]=[CH:59][CH:58]=1. The catalyst is O1CCCC1. The product is [C:34]([O:37][CH2:38][C:39]1[CH:44]=[C:43]([O:45][CH2:56][C:57]2[CH:62]=[CH:61][CH:60]=[CH:59][CH:58]=2)[C:42]([O:46][CH2:47][C:48]2[CH:49]=[CH:50][C:51]([O:54][CH3:55])=[CH:52][CH:53]=2)=[CH:41][N:40]=1)(=[O:36])[CH3:35]. The yield is 0.610.